Dataset: Reaction yield outcomes from USPTO patents with 853,638 reactions. Task: Predict the reaction yield, written as a fraction of the theoretical maximum amount of product (1.0 means a 100% yield; for example, 0.34 means a 34% yield). (1) The catalyst is CN(C=O)C.O. The product is [C:15]([N:14]1[C:11]2[CH:12]=[CH:13][C:8]([C:5]3[CH:4]=[N:3][C:2]([NH2:1])=[N:7][CH:6]=3)=[CH:9][C:10]=2[N:19]=[C:28]1[C:27]1[CH:30]=[CH:31][CH:32]=[CH:33][C:26]=1[C:24]1[N:25]=[C:21]([CH3:20])[S:22][CH:23]=1)([CH3:16])([CH3:18])[CH3:17]. The yield is 0.830. The reactants are [NH2:1][C:2]1[N:7]=[CH:6][C:5]([C:8]2[CH:9]=[C:10]([NH2:19])[C:11]([NH:14][C:15]([CH3:18])([CH3:17])[CH3:16])=[CH:12][CH:13]=2)=[CH:4][N:3]=1.[CH3:20][C:21]1[S:22][CH:23]=[C:24]([C:26]2[CH:33]=[CH:32][CH:31]=[CH:30][C:27]=2[CH:28]=O)[N:25]=1.OOS([O-])=O.[K+].S([O-])([O-])(=O)=S.[Na+].[Na+]. (2) The reactants are Br[C:2]1[CH:3]=[N:4][CH:5]=[CH:6][CH:7]=1.[Cl:8][C:9]1[CH:10]=[C:11]2[C:16](=[CH:17][CH:18]=1)[C:15](=[O:19])[NH:14][CH2:13][CH2:12]2.C(=O)([O-])[O-].[K+].[K+].CNCCNC. The catalyst is O1CCOCC1.[Cu]I. The product is [Cl:8][C:9]1[CH:10]=[C:11]2[C:16](=[CH:17][CH:18]=1)[C:15](=[O:19])[N:14]([C:2]1[CH:3]=[N:4][CH:5]=[CH:6][CH:7]=1)[CH2:13][CH2:12]2. The yield is 0.650. (3) The reactants are [CH3:1][C:2]1[CH:7]=[CH:6][C:5]([C:8]2[CH:13]=[CH:12][C:11]([C:14]([OH:16])=[O:15])=[CH:10][CH:9]=2)=[CH:4][CH:3]=1.C(Cl)(=O)C(Cl)=O.O[C:24]1[CH:31]=[CH:30][C:27]([CH:28]=[O:29])=[CH:26][CH:25]=1. The catalyst is C(Cl)Cl.CN(C=O)C. The product is [CH3:1][C:2]1[CH:7]=[CH:6][C:5]([C:8]2[CH:13]=[CH:12][C:11]([C:14]([O:16][C:24]3[CH:31]=[CH:30][C:27]([CH:28]=[O:29])=[CH:26][CH:25]=3)=[O:15])=[CH:10][CH:9]=2)=[CH:4][CH:3]=1. The yield is 0.400. (4) The reactants are Br[C:2]1[CH:3]=[CH:4][C:5]([O:8][CH2:9][CH:10]2[CH2:15][CH2:14][N:13]([CH2:16][C:17]([CH3:23])([CH3:22])[C:18]([F:21])([F:20])[F:19])[CH2:12][CH2:11]2)=[N:6][CH:7]=1.[CH3:24][O:25][C:26]([C:28]1[CH:33]=[CH:32][C:31](B(O)O)=[CH:30][CH:29]=1)=[O:27].C([O-])([O-])=O.[Cs+].[Cs+].O1CCOCC1. The catalyst is O. The product is [F:19][C:18]([F:21])([F:20])[C:17]([CH3:23])([CH3:22])[CH2:16][N:13]1[CH2:14][CH2:15][CH:10]([CH2:9][O:8][C:5]2[N:6]=[CH:7][C:2]([C:31]3[CH:32]=[CH:33][C:28]([C:26]([O:25][CH3:24])=[O:27])=[CH:29][CH:30]=3)=[CH:3][CH:4]=2)[CH2:11][CH2:12]1. The yield is 0.680. (5) The reactants are C[Si](C)(C)[N-][Si](C)(C)C.[Li+].C1(N2C(S([CH2:25][CH:26]3[CH2:30][CH2:29][O:28][CH2:27]3)(=O)=O)=NN=N2)C=CC=CC=1.[CH:31]1([C:34]2[CH:35]=[CH:36][C:37]([C:42]([C:44]3[CH:49]=[CH:48][C:47]([S:50][CH3:51])=[CH:46][CH:45]=3)=O)=[N:38][C:39]=2[O:40][CH3:41])[CH2:33][CH2:32]1.[Cl-].[NH4+]. The catalyst is O1CCCC1. The product is [CH:31]1([C:34]2[C:39]([O:40][CH3:41])=[N:38][C:37](/[C:42](/[C:44]3[CH:49]=[CH:48][C:47]([S:50][CH3:51])=[CH:46][CH:45]=3)=[CH:25]/[CH:26]3[CH2:30][CH2:29][O:28][CH2:27]3)=[CH:36][CH:35]=2)[CH2:32][CH2:33]1. The yield is 0.140. (6) The reactants are [NH2:1][C:2]1[CH:7]=[CH:6][C:5]([CH3:8])=[CH:4][CH:3]=1.[N+:9]([C:12]1[CH:19]=[CH:18][CH:17]=[CH:16][C:13]=1[CH:14]=O)([O-:11])=[O:10]. The catalyst is C(O)C. The product is [CH3:8][C:5]1[CH:6]=[CH:7][C:2]([N:1]=[CH:14][C:13]2[CH:16]=[CH:17][CH:18]=[CH:19][C:12]=2[N+:9]([O-:11])=[O:10])=[CH:3][CH:4]=1. The yield is 0.772.